From a dataset of Peptide-MHC class I binding affinity with 185,985 pairs from IEDB/IMGT. Regression. Given a peptide amino acid sequence and an MHC pseudo amino acid sequence, predict their binding affinity value. This is MHC class I binding data. (1) The peptide sequence is RMRGAHTNDV. The MHC is HLA-A23:01 with pseudo-sequence HLA-A23:01. The binding affinity (normalized) is 0.165. (2) The peptide sequence is KVCRTLLAK. The MHC is HLA-B07:02 with pseudo-sequence HLA-B07:02. The binding affinity (normalized) is 0.0847. (3) The peptide sequence is REEAIRHVRA. The MHC is HLA-B40:02 with pseudo-sequence HLA-B40:02. The binding affinity (normalized) is 0.250. (4) The peptide sequence is NQATTKTTF. The MHC is HLA-A69:01 with pseudo-sequence HLA-A69:01. The binding affinity (normalized) is 0.0847. (5) The peptide sequence is HIDPMWKVL. The MHC is HLA-A24:03 with pseudo-sequence HLA-A24:03. The binding affinity (normalized) is 0.0847. (6) The peptide sequence is YLIIGILTL. The MHC is HLA-C03:03 with pseudo-sequence HLA-C03:03. The binding affinity (normalized) is 0.571.